Dataset: Forward reaction prediction with 1.9M reactions from USPTO patents (1976-2016). Task: Predict the product of the given reaction. (1) Given the reactants [NH2:1][CH2:2][C:3]1[CH:8]=[CH:7][C:6]([C:9]2[CH:10]=[C:11]([CH3:16])[C:12]([NH2:15])=[N:13][CH:14]=2)=[CH:5][CH:4]=1.[F:17][C:18]1[CH:19]=[C:20]([CH:36]=[CH:37][C:38]=1[F:39])[CH2:21][NH:22][C:23](=[O:35])[C:24]1[CH:29]=[C:28]([C:30]([F:33])([F:32])[F:31])[CH:27]=[N:26][C:25]=1F.CS(C)=O.C(N(CC)CC)C, predict the reaction product. The product is: [NH2:15][C:12]1[N:13]=[CH:14][C:9]([C:6]2[CH:5]=[CH:4][C:3]([CH2:2][NH:1][C:25]3[N:26]=[CH:27][C:28]([C:30]([F:31])([F:32])[F:33])=[CH:29][C:24]=3[C:23]([NH:22][CH2:21][C:20]3[CH:36]=[CH:37][C:38]([F:39])=[C:18]([F:17])[CH:19]=3)=[O:35])=[CH:8][CH:7]=2)=[CH:10][C:11]=1[CH3:16]. (2) Given the reactants [F:1][C:2]1[CH:19]=[CH:18][C:5]([CH2:6][C:7]2[O:8][C:9]3[CH:15]=[CH:14][C:13]([CH2:16]O)=[CH:12][C:10]=3[CH:11]=2)=[CH:4][CH:3]=1.C1(P(C2C=CC=CC=2)C2C=CC=CC=2)C=CC=CC=1.[C:39]1(=[O:49])[NH:43][C:42](=[O:44])[C:41]2=[CH:45][CH:46]=[CH:47][CH:48]=[C:40]12.CCOC(/N=N/C(OCC)=O)=O, predict the reaction product. The product is: [F:1][C:2]1[CH:19]=[CH:18][C:5]([CH2:6][C:7]2[O:8][C:9]3[CH:15]=[CH:14][C:13]([CH2:16][N:43]4[C:39](=[O:49])[C:40]5[C:41](=[CH:45][CH:46]=[CH:47][CH:48]=5)[C:42]4=[O:44])=[CH:12][C:10]=3[CH:11]=2)=[CH:4][CH:3]=1. (3) Given the reactants [CH3:1][O:2][C:3]([C:5]1[NH:6][CH:7]=[CH:8][CH:9]=1)=[O:4].ClS([N:14]=[C:15]=O)(=O)=O.CN(C)C=O, predict the reaction product. The product is: [CH3:1][O:2][C:3]([C:5]1[NH:6][CH:7]=[C:8]([C:15]#[N:14])[CH:9]=1)=[O:4]. (4) Given the reactants Cl[C:2]1[CH:7]=[C:6]([C:8]2[CH:9]=[CH:10][CH:11]=[C:12]3[C:17]=2[CH:16]=[C:15]([C:18]([O:20][CH3:21])=[O:19])[CH:14]=[CH:13]3)[C:5]([Cl:22])=[CH:4][N:3]=1.[CH:23]1(OB(O)O)[CH2:25][CH2:24]1.[O-]P(OP(OP([O-])([O-])=O)([O-])=O)(=O)[O-].[K+].[K+].[K+].[K+].[K+].F[B-](F)(F)F.C1([PH+](C2CCCCC2)C2CCCCC2)CCCCC1, predict the reaction product. The product is: [Cl:22][C:5]1[C:6]([C:8]2[CH:9]=[CH:10][CH:11]=[C:12]3[C:17]=2[CH:16]=[C:15]([C:18]([O:20][CH3:21])=[O:19])[CH:14]=[CH:13]3)=[CH:7][C:2]([CH:23]2[CH2:25][CH2:24]2)=[N:3][CH:4]=1. (5) Given the reactants [C:1]([C:3]1[CH:4]=[C:5]([NH:9][C:10](=[O:13])[CH2:11][CH3:12])[CH:6]=[CH:7][CH:8]=1)#[N:2].Cl[CH2:15][C:16]1[C:20]([CH3:21])=[N:19][O:18][N:17]=1, predict the reaction product. The product is: [C:1]([C:3]1[CH:4]=[C:5]([N:9]([CH2:15][C:16]2[C:20]([CH3:21])=[N:19][O:18][N:17]=2)[C:10](=[O:13])[CH2:11][CH3:12])[CH:6]=[CH:7][CH:8]=1)#[N:2]. (6) The product is: [CH3:30][O:29][C:26]1[CH:25]=[C:24]([O:31][CH3:32])[CH:23]=[CH:28][C:27]=1[NH:11][C:7]1[N:8]=[CH:9][C:10]2=[C:2]([CH3:1])[N:3]=[C:4]([C:12]3[CH:17]=[CH:16][CH:15]=[C:14]([C:18]([F:21])([F:19])[F:20])[CH:13]=3)[N:5]2[N:6]=1. Given the reactants [CH3:1][C:2]1[N:3]=[C:4]([C:12]2[CH:17]=[CH:16][CH:15]=[C:14]([C:18]([F:21])([F:20])[F:19])[CH:13]=2)[N:5]2[C:10]=1[CH:9]=[N:8][C:7]([NH2:11])=[N:6]2.Br[C:23]1[CH:28]=[CH:27][C:26]([O:29][CH3:30])=[CH:25][C:24]=1[O:31][CH3:32].C(P(C(C)(C)C)C1C=CC=CC=1C1C=CC=CC=1)(C)(C)C.CC([O-])(C)C.[Na+], predict the reaction product. (7) Given the reactants [CH3:1][CH:2]([OH:4])[CH3:3].[H-].[Na+].[Cl:7][C:8]1[CH:9]=[C:10]2[C:15](=[CH:16][CH:17]=1)[C:14](=[O:18])[N:13]([C:19]1[CH:20]=[N:21][CH:22]=[C:23]([CH2:25]Cl)[CH:24]=1)[CH2:12][CH2:11]2, predict the reaction product. The product is: [Cl:7][C:8]1[CH:9]=[C:10]2[C:15](=[CH:16][CH:17]=1)[C:14](=[O:18])[N:13]([C:19]1[CH:20]=[N:21][CH:22]=[C:23]([CH2:25][O:4][CH:2]([CH3:3])[CH3:1])[CH:24]=1)[CH2:12][CH2:11]2.